Dataset: Full USPTO retrosynthesis dataset with 1.9M reactions from patents (1976-2016). Task: Predict the reactants needed to synthesize the given product. (1) Given the product [N+:1]([C:4]1[CH:15]=[C:7]2[CH2:8][N:9]([C:12](=[O:14])[CH2:13][CH3:16])[CH2:10][CH2:11][N:6]2[N:5]=1)([O-:3])=[O:2], predict the reactants needed to synthesize it. The reactants are: [N+:1]([C:4]1[CH:15]=[C:7]2[CH2:8][N:9]([C:12](=[O:14])[CH3:13])[CH2:10][CH2:11][N:6]2[N:5]=1)([O-:3])=[O:2].[CH3:16]CN(CC)CC.C(Cl)(=O)CC. (2) Given the product [Cl:17][C:7]1[C:8]([N+:14]([O-:16])=[O:15])=[CH:9][C:10]([C:12]#[N:13])=[CH:11][C:6]=1[NH:5][C:3](=[O:4])[CH2:2][NH:18][CH2:19][CH2:20][OH:21], predict the reactants needed to synthesize it. The reactants are: Br[CH2:2][C:3]([NH:5][C:6]1[CH:11]=[C:10]([C:12]#[N:13])[CH:9]=[C:8]([N+:14]([O-:16])=[O:15])[C:7]=1[Cl:17])=[O:4].[NH2:18][CH2:19][CH2:20][OH:21].C(=O)([O-])[O-].[Cs+].[Cs+]. (3) Given the product [ClH:49].[ClH:49].[CH3:1][N:2]1[C:10]2[CH:9]=[C:8]([N:11]3[CH2:16][CH2:15][N:14]([CH2:17][CH2:18][C:19]4[CH:24]=[CH:23][CH:22]=[CH:21][N:20]=4)[CH2:13][C:12]3=[O:25])[CH:7]=[CH:6][C:5]=2[C:4]2[CH2:26][NH:27][CH2:28][CH2:29][C:3]1=2, predict the reactants needed to synthesize it. The reactants are: [CH3:1][N:2]1[C:10]2[CH:9]=[C:8]([N:11]3[CH2:16][CH2:15][N:14]([CH2:17][CH2:18][C:19]4[CH:24]=[CH:23][CH:22]=[CH:21][N:20]=4)[CH2:13][C:12]3=[O:25])[CH:7]=[CH:6][C:5]=2[C:4]2[CH2:26][N:27](C(OC(C)(C)C)=O)[CH2:28][CH2:29][C:3]1=2.C1(N)C(F)=C(F)C(F)=C(N)C=1F.[ClH:49].Cl. (4) Given the product [C:27]([C:24]1[CH:25]=[CH:26][C:21]2[O:20][CH2:19][C:18](=[O:29])[N:17]([CH2:16][CH2:15][C@H:5]3[CH2:4][CH2:3][C@H:2]([NH:1][CH2:41][C:39]4[CH:38]=[CH:37][C:34]5[O:35][CH2:36][C:31](=[O:30])[NH:32][C:33]=5[N:40]=4)[CH2:7][N:6]3[C:8]([O:10][C:11]([CH3:13])([CH3:12])[CH3:14])=[O:9])[C:22]=2[CH:23]=1)#[N:28], predict the reactants needed to synthesize it. The reactants are: [NH2:1][C@@H:2]1[CH2:7][N:6]([C:8]([O:10][C:11]([CH3:14])([CH3:13])[CH3:12])=[O:9])[C@@H:5]([CH2:15][CH2:16][N:17]2[C:22]3[CH:23]=[C:24]([C:27]#[N:28])[CH:25]=[CH:26][C:21]=3[O:20][CH2:19][C:18]2=[O:29])[CH2:4][CH2:3]1.[O:30]=[C:31]1[CH2:36][O:35][C:34]2[CH:37]=[CH:38][C:39]([CH:41]=O)=[N:40][C:33]=2[NH:32]1.[BH3-]C#N.[Na+].